Dataset: Full USPTO retrosynthesis dataset with 1.9M reactions from patents (1976-2016). Task: Predict the reactants needed to synthesize the given product. (1) Given the product [CH2:23]1[C:24]2[C:29](=[CH:28][CH:27]=[CH:26][CH:25]=2)[CH2:30][CH2:31][N:22]1[CH2:21][CH:19]([OH:18])[CH2:20][NH:14][C:13]1[CH:15]=[CH:16][CH:17]=[C:11]([C:8]2[CH:9]=[CH:10][C:5]3[N:4]=[CH:3][N:2]([CH3:1])[C:6]=3[CH:7]=2)[CH:12]=1, predict the reactants needed to synthesize it. The reactants are: [CH3:1][N:2]1[C:6]2[CH:7]=[C:8]([C:11]3[CH:12]=[C:13]([CH:15]=[CH:16][CH:17]=3)[NH2:14])[CH:9]=[CH:10][C:5]=2[N:4]=[CH:3]1.[O:18]1[CH2:20][CH:19]1[CH2:21][N:22]1[CH2:31][CH2:30][C:29]2[C:24](=[CH:25][CH:26]=[CH:27][CH:28]=2)[CH2:23]1. (2) Given the product [NH:19]1[CH:18]=[C:17]([C:13]2[CH:12]=[C:11]3[C:16](=[CH:15][CH:14]=2)[N:8]([CH2:7][C@H:5]2[CH2:4][N:3]([C:28](=[O:37])[CH2:29][CH2:30][C:31]4[CH:32]=[CH:33][CH:34]=[CH:35][CH:36]=4)[C@@H:2]([CH3:1])[CH2:6]2)[CH:9]=[CH:10]3)[CH:21]=[N:20]1, predict the reactants needed to synthesize it. The reactants are: [CH3:1][C@H:2]1[CH2:6][C@@H:5]([CH2:7][N:8]2[C:16]3[C:11](=[CH:12][C:13]([C:17]4[CH:18]=[N:19][N:20](C5CCCCO5)[CH:21]=4)=[CH:14][CH:15]=3)[CH:10]=[CH:9]2)[CH2:4][N:3]1[C:28](=[O:37])[CH2:29][CH2:30][C:31]1[CH:36]=[CH:35][CH:34]=[CH:33][CH:32]=1.C([O-])(O)=O.[Na+]. (3) Given the product [OH:26][C:27]1[CH:34]=[CH:33][CH:32]=[CH:31][C:28]=1[CH2:29][NH:30][C:2]1[N:10]=[CH:9][N:8]=[C:7]2[C:3]=1[N:4]=[CH:5][N:6]2[CH:11]1[CH2:15][CH2:14][CH2:13][O:12]1, predict the reactants needed to synthesize it. The reactants are: Cl[C:2]1[N:10]=[CH:9][N:8]=[C:7]2[C:3]=1[N:4]=[CH:5][N:6]2[CH:11]1[CH2:15][CH2:14][CH2:13][O:12]1.ClC1N=CN=C2C=1NC=N2.[OH:26][C:27]1[CH:34]=[CH:33][CH:32]=[CH:31][C:28]=1[CH2:29][NH2:30].C(N(CC)CC)C. (4) Given the product [CH:1]1([N:4]([CH2:18][C:19]2[O:20][CH:21]=[C:22]([C:24]([NH:58][CH2:59][CH2:60][CH:61]3[CH2:66][CH2:65][CH2:64][NH:63][CH2:62]3)=[O:25])[N:23]=2)[S:5]([C:8]2[C:13]([CH3:14])=[CH:12][C:11]([O:15][CH3:16])=[CH:10][C:9]=2[CH3:17])(=[O:6])=[O:7])[CH2:2][CH2:3]1.[CH:1]1([N:4]([CH2:18][C:19]2[O:20][CH:21]=[C:22]([C:24]([NH:58][CH2:59][CH2:60][CH:61]3[CH2:66][CH2:65][CH2:64][N:63]([C:67]([O:69][C:70]([CH3:73])([CH3:72])[CH3:71])=[O:68])[CH2:62]3)=[O:25])[N:23]=2)[S:5]([C:8]2[C:9]([CH3:17])=[CH:10][C:11]([O:15][CH3:16])=[CH:12][C:13]=2[CH3:14])(=[O:6])=[O:7])[CH2:2][CH2:3]1, predict the reactants needed to synthesize it. The reactants are: [CH:1]1([N:4]([CH2:18][C:19]2[O:20][CH:21]=[C:22]([C:24](O)=[O:25])[N:23]=2)[S:5]([C:8]2[C:13]([CH3:14])=[CH:12][C:11]([O:15][CH3:16])=[CH:10][C:9]=2[CH3:17])(=[O:7])=[O:6])[CH2:3][CH2:2]1.CCN=C=NCCCN(C)C.C1C=C2N=NN(O)C2=CC=1.O.CCN(C(C)C)C(C)C.[NH2:58][CH2:59][CH2:60][CH:61]1[CH2:66][CH2:65][CH2:64][N:63]([C:67]([O:69][C:70]([CH3:73])([CH3:72])[CH3:71])=[O:68])[CH2:62]1. (5) Given the product [CH3:17][C:15]1([CH3:18])[O:14][C@@H:13]2[O:19][C@H:10]([CH2:9][CH2:8][C:5]3[CH:4]=[CH:3][CH:2]=[CH:7][CH:6]=3)[C@H:11]([CH2:20][CH2:21][N:22]3[C:27](=[O:28])[C:26]4[CH:29]=[CH:30][CH:31]=[CH:32][C:25]=4[N:24]=[N:23]3)[C@@H:12]2[O:16]1, predict the reactants needed to synthesize it. The reactants are: Br[C:2]1[CH:7]=[CH:6][C:5](/[CH:8]=[CH:9]/[C@H:10]2[O:19][C@H:13]3[O:14][C:15]([CH3:18])([CH3:17])[O:16][C@H:12]3[C@H:11]2[CH2:20][CH2:21][N:22]2[C:27](=[O:28])[C:26]3[CH:29]=[CH:30][CH:31]=[CH:32][C:25]=3[N:24]=[N:23]2)=[CH:4][CH:3]=1.O1CCCC1. (6) Given the product [F:27][C:22]1[CH:23]=[CH:24][CH:25]=[CH:26][C:21]=1[CH:8]([C:5]1[CH:6]=[CH:7][C:2]([C:34]2[CH:35]=[CH:36][C:31]([C:28]([OH:30])=[O:29])=[CH:32][CH:33]=2)=[CH:3][CH:4]=1)[CH2:9]/[C:10](=[N:11]\[OH:12])/[C:13]1[CH:14]=[CH:15][C:16](=[O:20])[N:17]([CH3:19])[CH:18]=1, predict the reactants needed to synthesize it. The reactants are: Br[C:2]1[CH:7]=[CH:6][C:5]([CH:8]([C:21]2[CH:26]=[CH:25][CH:24]=[CH:23][C:22]=2[F:27])[CH2:9]/[C:10](/[C:13]2[CH:14]=[CH:15][C:16](=[O:20])[N:17]([CH3:19])[CH:18]=2)=[N:11]\[OH:12])=[CH:4][CH:3]=1.[C:28]([C:31]1[CH:36]=[CH:35][C:34](B(O)O)=[CH:33][CH:32]=1)([OH:30])=[O:29].O.C(=O)([O-])[O-].[Na+].[Na+]. (7) Given the product [CH2:7]([N:4]1[CH2:1][CH2:3][CH2:32][C@@H:31]2[CH2:30][CH2:29][NH:28][C@@H:6]2[CH2:5]1)[CH2:9][C:15]1[CH:14]=[CH:13][CH:12]=[CH:11][CH:10]=1, predict the reactants needed to synthesize it. The reactants are: [CH:1]([N:4]([CH:7]([CH3:9])C)[CH2:5][CH3:6])([CH3:3])C.[CH:10]1[CH:11]=[CH:12][C:13]2N(O)N=N[C:14]=2[CH:15]=1.CN(C(O[N:28]1N=N[C:30]2[CH:31]=[CH:32]C=C[C:29]1=2)=[N+](C)C)C.F[P-](F)(F)(F)(F)F.CN(C=O)C.C(O)(C(F)(F)F)=O. (8) Given the product [CH3:2][O:3][C:4]1[CH:5]=[CH:6][CH:7]=[C:8]2[C:13]=1[N:12]=[C:11]([NH2:17])[NH:10][CH:9]2[CH3:16], predict the reactants needed to synthesize it. The reactants are: I.[CH3:2][O:3][C:4]1[CH:5]=[CH:6][CH:7]=[C:8]2[C:13]=1[N:12]=[C:11](SC)[NH:10][CH:9]2[CH3:16].[NH3:17]. (9) Given the product [C:1]([C:5]1[CH:6]=[CH:7][C:8]([O:9][CH2:10][C:11]([NH:16][C:17]2[CH:18]=[C:19]([CH:23]=[CH:24][N:25]=2)[C:20]([NH2:22])=[O:21])=[O:13])=[CH:14][CH:15]=1)([CH3:2])([CH3:3])[CH3:4], predict the reactants needed to synthesize it. The reactants are: [C:1]([C:5]1[CH:15]=[CH:14][C:8]([O:9][CH2:10][C:11]([OH:13])=O)=[CH:7][CH:6]=1)([CH3:4])([CH3:3])[CH3:2].[NH2:16][C:17]1[CH:18]=[C:19]([CH:23]=[CH:24][N:25]=1)[C:20]([NH2:22])=[O:21].CCN(C(C)C)C(C)C.C1CN([P+](ON2N=NC3C=CC=CC2=3)(N2CCCC2)N2CCCC2)CC1.F[P-](F)(F)(F)(F)F. (10) Given the product [NH2:11][C@@H:12]([CH2:24][C:25]1[CH:26]=[CH:27][C:28]([C:31]2[N:36]=[CH:35][C:34]([C:37]3[CH:38]=[CH:39][C:40]([O:43][CH2:44][CH2:45][CH2:46][CH2:47][CH2:48][CH2:49][CH3:50])=[CH:41][CH:42]=3)=[CH:33][N:32]=2)=[CH:29][CH:30]=1)[C:13]([N:15]1[CH2:19][CH2:18][C@H:17]([C:20]([O:22][CH3:23])=[O:21])[CH2:16]1)=[O:14], predict the reactants needed to synthesize it. The reactants are: C(OC([NH:11][C@@H:12]([CH2:24][C:25]1[CH:30]=[CH:29][C:28]([C:31]2[N:36]=[CH:35][C:34]([C:37]3[CH:42]=[CH:41][C:40]([O:43][CH2:44][CH2:45][CH2:46][CH2:47][CH2:48][CH2:49][CH3:50])=[CH:39][CH:38]=3)=[CH:33][N:32]=2)=[CH:27][CH:26]=1)[C:13]([N:15]1[CH2:19][CH2:18][C@H:17]([C:20]([O:22][CH3:23])=[O:21])[CH2:16]1)=[O:14])=O)C1C=CC=CC=1.